This data is from Peptide-MHC class I binding affinity with 185,985 pairs from IEDB/IMGT. The task is: Regression. Given a peptide amino acid sequence and an MHC pseudo amino acid sequence, predict their binding affinity value. This is MHC class I binding data. (1) The binding affinity (normalized) is 0.168. The peptide sequence is GTGNIGETL. The MHC is HLA-A32:01 with pseudo-sequence HLA-A32:01. (2) The peptide sequence is TSAICSVVR. The MHC is HLA-A31:01 with pseudo-sequence HLA-A31:01. The binding affinity (normalized) is 0.557. (3) The peptide sequence is TFDHTLMSI. The MHC is H-2-Db with pseudo-sequence H-2-Db. The binding affinity (normalized) is 0.